Dataset: Drug-target binding data from BindingDB using Ki measurements. Task: Regression. Given a target protein amino acid sequence and a drug SMILES string, predict the binding affinity score between them. We predict pKi (pKi = -log10(Ki in M); higher means stronger inhibition). Dataset: bindingdb_ki. (1) The target protein sequence is MMENTGNISDLLYALSNPMVSNSSILCRNFSNSSGLVNMNSSVCDRTPELDKSSTPVIVAIIITALYSIVCVMGMGLVGNVLVMYVIIRYTKMKTATNIYIFNLALADSLATSTLPFQSVNYLMGTWPFGDELCKIVMSIDYYNMFTSIFTLTTMSVDRYIAVCHPVKALDFRTPRNAKIVNVCNWILSSAIGLPVMVMASTTSDLHSNGIIDCTLLFPHPSWYWENLLKICVFIFAFIMPVLIITVCYGLMILRLKSVRMLSGSKEKDRNLRRITRMVLVVVAVFIVCWTPIHIFVIIKALVTIPNSLLQTITWHFCIALGYTNSCLNPVLYAFLDENFKRCFREFCVPSPSVLDLQNSTRSRNPQRDGQSSGHTVDRTNQQV. The drug is COC(=O)[C@@H]1[C@@H]2CCC[C@H]1N(C(=O)[C@@H](N)Cc1ccccc1)CC2.Cl. The pKi is 4.1. (2) The small molecule is Cc1ncccc1OC[C@H]1CN(CC(=O)N2c3ccccc3CC2C)CCO1. The target protein (Q02152) has sequence MASSYKMSEQSTTSEHILQKTCDHLILTNRSGLETDSVAEEMKQTVEGQGHTVHWAALLILAVIIPTIGGNILVILAVALEKRLQYATNYFLMSLAIADLLVGLFVMPIALLTIMFEAIWPLPLALCPAWLFLDVLFSTASIMHLCAISLDRYIAIKKPIQANQCNSRATAFIKITVVWLISIGIAIPVPIKGIETDVINPHNVTCELTKDRFGSFMVFGSLAAFFAPLTIMVVTYFLTIHTLQKKAYLVKNKPPQRLTRWTVPTVFLREDSSFSSPEKVAMLDGSHRDKILPNSSDETLMRRMSSVGKRSAQTISNEQRASKALGVVFFLFLLMWCPFFITNLTLALCDSCNQTTLKTLLEIFVWIGYVSSGVNPLIYTLFNKTFREAFGRYITCNYRATKSVKALRKFSSTLCFGNSMVENSKFFTKHGIRNGINPAMYQSPMRLRSSTIQSSSIILLDTLLTENDGDKAEEQVSYI. The pKi is 5.3.